Dataset: Catalyst prediction with 721,799 reactions and 888 catalyst types from USPTO. Task: Predict which catalyst facilitates the given reaction. (1) Reactant: Br[C:2]1[CH:21]=[CH:20][C:5]2[N:6]=[C:7]([NH:10][C@H:11]3[C:19]4[C:14](=[CH:15][CH:16]=[CH:17][CH:18]=4)[CH2:13][CH2:12]3)[O:8][CH2:9][C:4]=2[CH:3]=1.[CH2:22]([Sn](CCCC)(CCCC)C=C)[CH2:23]CC. Product: [C@H:11]1([NH:10][C:7]2[O:8][CH2:9][C:4]3[CH:3]=[C:2]([CH:22]=[CH2:23])[CH:21]=[CH:20][C:5]=3[N:6]=2)[C:19]2[C:14](=[CH:15][CH:16]=[CH:17][CH:18]=2)[CH2:13][CH2:12]1. The catalyst class is: 741. (2) Reactant: CC1C=CC(S(O)(=O)=O)=CC=1.CO[CH:14](OC)[CH2:15][Cl:16].C([O-])(O)=O.[Na+].[NH2:24][C:25]1[CH:30]=[CH:29][CH:28]=[C:27](Cl)[N:26]=1. Product: [Cl:16][C:15]1[N:26]2[CH:27]=[CH:28][N:24]=[C:25]2[CH:30]=[CH:29][CH:14]=1. The catalyst class is: 97. (3) Reactant: [Cl:1][C:2]1[CH:7]=[C:6]([Cl:8])[CH:5]=[CH:4][C:3]=1[CH2:9][CH2:10][O:11][C:12]1[CH:13]=[C:14]([CH:18]=[CH:19][C:20]=1[O:21][CH3:22])[C:15]([OH:17])=O.C(N1C=CN=C1)(N1C=CN=C1)=O.Cl.[NH2:36][CH2:37][CH:38]1[CH2:43][CH2:42][N:41]([C:44]([NH2:46])=[NH:45])[CH2:40][CH2:39]1.CS(C)=O. Product: [C:44]([N:41]1[CH2:42][CH2:43][CH:38]([CH2:37][NH:36][C:15](=[O:17])[C:14]2[CH:18]=[CH:19][C:20]([O:21][CH3:22])=[C:12]([O:11][CH2:10][CH2:9][C:3]3[CH:4]=[CH:5][C:6]([Cl:8])=[CH:7][C:2]=3[Cl:1])[CH:13]=2)[CH2:39][CH2:40]1)(=[NH:45])[NH2:46]. The catalyst class is: 3. (4) Reactant: [Cl:1][C:2]1[CH:7]=[CH:6][CH:5]=[C:4]([Cl:8])[C:3]=1[CH2:9][S:10]([C:13]1[CH:14]=[C:15]2[C:19](=[CH:20][CH:21]=1)[NH:18][C:17](=[O:22])/[C:16]/2=[CH:23]\[C:24]1[NH:28][C:27]([CH3:29])=[C:26]([C:30]([NH:32][CH2:33][CH2:34][N:35]2[CH2:40][CH2:39][N:38]([C:41](=[O:47])[CH2:42][O:43]C(=O)C)[CH2:37][CH2:36]2)=[O:31])[C:25]=1[CH3:48])(=[O:12])=[O:11].C(=O)([O-])[O-].[K+].[K+]. Product: [OH:43][CH2:42][C:41]([N:38]1[CH2:39][CH2:40][N:35]([CH2:34][CH2:33][NH:32][C:30]([C:26]2[C:25]([CH3:48])=[C:24](/[CH:23]=[C:16]3\[C:17](=[O:22])[NH:18][C:19]4[C:15]\3=[CH:14][C:13]([S:10]([CH2:9][C:3]3[C:2]([Cl:1])=[CH:7][CH:6]=[CH:5][C:4]=3[Cl:8])(=[O:12])=[O:11])=[CH:21][CH:20]=4)[NH:28][C:27]=2[CH3:29])=[O:31])[CH2:36][CH2:37]1)=[O:47]. The catalyst class is: 72. (5) Reactant: [OH:1][C:2]1[CH:3]=[C:4]([CH:7]=[C:8]([OH:10])[CH:9]=1)[CH:5]=[O:6].[H-].[Na+].I[CH3:14]. Product: [OH:1][C:2]1[CH:3]=[C:4]([CH:7]=[C:8]([O:10][CH3:14])[CH:9]=1)[CH:5]=[O:6]. The catalyst class is: 517. (6) Reactant: Br[C:2]1[NH:6][C:5]([N+:7]([O-])=O)=[N:4][C:3]=1[C:10]1[C:19]2[C:14](=[CH:15][C:16]([O:20][CH3:21])=[CH:17][CH:18]=2)[N:13]=[C:12]([CH3:22])[CH:11]=1. Product: [CH3:21][O:20][C:16]1[CH:15]=[C:14]2[C:19]([C:10]([C:3]3[N:4]=[C:5]([NH2:7])[NH:6][CH:2]=3)=[CH:11][C:12]([CH3:22])=[N:13]2)=[CH:18][CH:17]=1. The catalyst class is: 19. (7) Reactant: [CH2:1]([O:3][C:4]([C:6]1[C:10]([CH3:11])=[C:9](I)[N:8]([CH3:13])[C:7]=1[CH3:14])=[O:5])[CH3:2].[CH3:15][O:16][C:17]1[C:22]([N+:23]([O-:25])=[O:24])=[CH:21][CH:20]=[CH:19][C:18]=1B1OC(C)(C)C(C)(C)O1.C(=O)([O-])[O-].[Na+].[Na+].O. Product: [CH2:1]([O:3][C:4]([C:6]1[C:10]([CH3:11])=[C:9]([C:18]2[CH:19]=[CH:20][CH:21]=[C:22]([N+:23]([O-:25])=[O:24])[C:17]=2[O:16][CH3:15])[N:8]([CH3:13])[C:7]=1[CH3:14])=[O:5])[CH3:2]. The catalyst class is: 77.